From a dataset of Full USPTO retrosynthesis dataset with 1.9M reactions from patents (1976-2016). Predict the reactants needed to synthesize the given product. (1) Given the product [CH3:9][C:7]1[C:6](=[O:10])[CH:5]=[C:4]([CH2:12][CH2:13][CH2:14][O:15][C:16](=[O:18])[CH3:17])[C:3](=[O:2])[CH:8]=1, predict the reactants needed to synthesize it. The reactants are: C[O:2][C:3]1[CH:8]=[C:7]([CH3:9])[C:6]([O:10]C)=[CH:5][C:4]=1[CH2:12][CH2:13][CH2:14][O:15][C:16](=[O:18])[CH3:17]. (2) Given the product [CH:7]1([N:2]2[C:5]([NH2:6])=[CH:4][CH:3]=[N:1]2)[CH2:10][CH2:9][CH2:8]1, predict the reactants needed to synthesize it. The reactants are: [NH:1]([CH2:3][CH2:4][C:5]#[N:6])[NH2:2].[C:7]1(=O)[CH2:10][CH2:9][CH2:8]1.CC(C)([O-])C.[Na+]. (3) Given the product [N:18]([C:2]1([CH3:1])[CH2:3][CH2:4][CH2:5][CH:6]1[NH:7][S:8]([C:11]1[CH:16]=[CH:15][C:14]([CH3:17])=[CH:13][CH:12]=1)(=[O:10])=[O:9])=[N+:19]=[N-:20], predict the reactants needed to synthesize it. The reactants are: [CH3:1][C:2]12[N:7]([S:8]([C:11]3[CH:16]=[CH:15][C:14]([CH3:17])=[CH:13][CH:12]=3)(=[O:10])=[O:9])[CH:6]1[CH2:5][CH2:4][CH2:3]2.[N-:18]=[N+:19]=[N-:20].[Na+]. (4) Given the product [C:3]1([C:15]([C:6]2[CH:5]=[CH:4][CH:3]=[CH:2][CH:1]=2)=[CH2:16])[CH:2]=[CH:1][CH:6]=[CH:5][CH:4]=1, predict the reactants needed to synthesize it. The reactants are: [CH2:1](SC1C(NC(=O)C=1)=O)[CH2:2][CH2:3][CH2:4][CH2:5][CH3:6].[C:15](#N)[CH3:16]. (5) The reactants are: FC(F)(F)C(O)=O.[CH:8]1([O:12][C:13]2[C:22]([C:23]3[CH:24]=[N:25][N:26]([CH:28]4[CH2:33][CH2:32][N:31](C(OC(C)(C)C)=O)[CH2:30][CH2:29]4)[CH:27]=3)=[CH:21][CH:20]=[C:19]3[C:14]=2[CH2:15][CH2:16][C@H:17]([CH3:46])[N:18]3[C:41]([CH:43]2[CH2:45][CH2:44]2)=[O:42])[CH2:11][CH2:10][CH2:9]1. Given the product [CH:8]1([O:12][C:13]2[C:22]([C:23]3[CH:24]=[N:25][N:26]([CH:28]4[CH2:29][CH2:30][NH:31][CH2:32][CH2:33]4)[CH:27]=3)=[CH:21][CH:20]=[C:19]3[C:14]=2[CH2:15][CH2:16][C@H:17]([CH3:46])[N:18]3[C:41]([CH:43]2[CH2:45][CH2:44]2)=[O:42])[CH2:11][CH2:10][CH2:9]1, predict the reactants needed to synthesize it. (6) The reactants are: [CH2:1]([N:3]([CH2:29][C:30]1[CH:35]=[CH:34][C:33]([O:36][CH:37]2[CH2:43][CH:42]3[N:44]([CH3:45])[CH:39]([CH2:40][CH2:41]3)[CH2:38]2)=[CH:32][CH:31]=1)[C:4]1[CH:9]=[C:8]([O:10][CH3:11])[CH:7]=[CH:6][C:5]=1[CH:12]1[CH2:21][CH2:20][C:19]2[CH:18]=[C:17]([O:22]C(=O)C(C)(C)C)[CH:16]=[CH:15][C:14]=2[CH2:13]1)[CH3:2].[OH-].[Na+].Cl. Given the product [CH2:1]([N:3]([CH2:29][C:30]1[CH:31]=[CH:32][C:33]([O:36][CH:37]2[CH2:43][CH:42]3[N:44]([CH3:45])[CH:39]([CH2:40][CH2:41]3)[CH2:38]2)=[CH:34][CH:35]=1)[C:4]1[CH:9]=[C:8]([O:10][CH3:11])[CH:7]=[CH:6][C:5]=1[CH:12]1[CH2:21][CH2:20][C:19]2[CH:18]=[C:17]([OH:22])[CH:16]=[CH:15][C:14]=2[CH2:13]1)[CH3:2], predict the reactants needed to synthesize it. (7) Given the product [CH2:7]([NH:9][C:11]1[C:16]([N+:17]([O-:19])=[O:18])=[CH:15][N:14]=[C:13]([C:20]([F:23])([F:21])[F:22])[CH:12]=1)[CH3:8], predict the reactants needed to synthesize it. The reactants are: C([O-])([O-])=O.[K+].[K+].[CH2:7]([NH2:9])[CH3:8].Cl[C:11]1[C:16]([N+:17]([O-:19])=[O:18])=[CH:15][N:14]=[C:13]([C:20]([F:23])([F:22])[F:21])[CH:12]=1. (8) Given the product [C:48]([O-:54])(=[O:49])[CH3:50].[NH4+:7].[F:1][C:2]1[N:7]2[N:8]=[C:9]([C:22]3[CH:27]=[CH:26][C:25]([F:28])=[CH:24][CH:23]=3)[C:10]([C:11]([NH:13][CH3:14])=[O:12])=[C:6]2[CH:5]=[C:4]([C:29]2[CH:34]=[C:33]([C:35](=[O:46])[NH:36][C:37]3([C:40]4[CH:45]=[CH:44][CH:43]=[CH:42][N:41]=4)[CH2:38][CH2:39]3)[CH:32]=[CH:31][C:30]=2[CH3:47])[CH:3]=1, predict the reactants needed to synthesize it. The reactants are: [F:1][C:2]1[N:7]2[N:8]=[C:9]([C:22]3[CH:27]=[CH:26][C:25]([F:28])=[CH:24][CH:23]=3)[C:10]([C:11]([N:13](C)[C:14](=O)OC(C)(C)C)=[O:12])=[C:6]2[CH:5]=[C:4]([C:29]2[CH:34]=[C:33]([C:35](=[O:46])[NH:36][C:37]3([C:40]4[CH:45]=[CH:44][CH:43]=[CH:42][N:41]=4)[CH2:39][CH2:38]3)[CH:32]=[CH:31][C:30]=2[CH3:47])[CH:3]=1.[C:48]([OH:54])([C:50](F)(F)F)=[O:49]. (9) Given the product [CH3:7][C:8]1([CH:11]([OH:15])[CH2:12][CH:13]=[CH2:14])[CH2:10][CH2:9]1, predict the reactants needed to synthesize it. The reactants are: [H-].[Al+3].[Li+].[H-].[H-].[H-].[CH3:7][C:8]1([C:11](=[O:15])[CH2:12][CH:13]=[CH2:14])[CH2:10][CH2:9]1.